Dataset: Full USPTO retrosynthesis dataset with 1.9M reactions from patents (1976-2016). Task: Predict the reactants needed to synthesize the given product. (1) Given the product [CH2:6]([O:5][CH2:1][CH:2]([OH:4])[CH2:3][NH:14][NH2:15])[C:7]1[CH:12]=[CH:11][CH:10]=[CH:9][CH:8]=1, predict the reactants needed to synthesize it. The reactants are: [CH2:1]([O:5][CH2:6][C:7]1[CH:12]=[CH:11][CH:10]=[CH:9][CH:8]=1)[CH:2]1[O:4][CH2:3]1.O.[NH2:14][NH2:15]. (2) Given the product [F:1][C:2]1[CH:14]=[C:13]([NH2:15])[CH:12]=[CH:11][C:3]=1[CH2:4][N:5]1[CH2:10][CH2:9][O:8][CH2:7][CH2:6]1, predict the reactants needed to synthesize it. The reactants are: [F:1][C:2]1[CH:14]=[C:13]([N+:15]([O-])=O)[CH:12]=[CH:11][C:3]=1[CH2:4][N:5]1[CH2:10][CH2:9][O:8][CH2:7][CH2:6]1.C(O)C.O.NN. (3) The reactants are: [C:1]([C:5]1[NH:6][C:7]2[C:12]([CH:13]=1)=[C:11]([F:14])[C:10]([N+:15]([O-])=O)=[CH:9][CH:8]=2)([CH3:4])([CH3:3])[CH3:2].[BH4-].[Na+].O. Given the product [C:1]([C:5]1[NH:6][C:7]2[C:12]([CH:13]=1)=[C:11]([F:14])[C:10]([NH2:15])=[CH:9][CH:8]=2)([CH3:4])([CH3:2])[CH3:3], predict the reactants needed to synthesize it. (4) The reactants are: Cl[CH2:2][C:3]1[CH:4]=[C:5]([CH:27]=[CH:28][N:29]=1)[C:6]([NH:8][C:9]1[S:10][C:11]2[C:17]([CH:18]3[CH2:24][O:23][CH2:22][CH2:21][O:20][CH2:19]3)=[CH:16][CH:15]=[C:14]([O:25][CH3:26])[C:12]=2[N:13]=1)=[O:7].COCCNC.COCCN(CC1C=C(C=CN=1)C(NC1S[C:51]2[C:57]([N:58]3[CH2:63][CH2:62]OCC3)=CC=C(OC)C=2N=1)=O)C. Given the product [O:23]1[CH2:24][CH:18]([C:17]2[C:11]3[S:10][C:9]([NH:8][C:6](=[O:7])[C:5]4[CH:27]=[CH:28][N:29]=[C:3]([CH2:2][N:58]5[CH2:57][CH2:51][CH2:62][CH2:63]5)[CH:4]=4)=[N:13][C:12]=3[C:14]([O:25][CH3:26])=[CH:15][CH:16]=2)[CH2:19][O:20][CH2:21][CH2:22]1, predict the reactants needed to synthesize it. (5) Given the product [CH3:39][C:38]([C:18]1[C@@:16]2([CH3:17])[CH2:11][CH2:10][C@@H:8]3[C@@:6]4([CH3:28])[CH2:5][CH2:4][C@@H:35]([O:34][C:31]([CH3:32])=[O:33])[CH2:36][C:7]4=[CH:12][CH2:13][CH:14]3[C@@H:15]2[CH2:20][CH:19]=1)=[O:40], predict the reactants needed to synthesize it. The reactants are: C[C@H]1CN[C@:5]2(O[C@H:8]3[CH2:10][C@H:11]4[C@@H:16]5[CH2:17][CH:18]=[C:19]6C[C@@H](O)CC[C@:20]6(C)[C@H:15]5[CH2:14][CH2:13][C@:12]4(C)[C@H:7]3[C@@H:6]2[CH3:28])[CH2:4]C1.[C:31]([O:34][C:35](=O)[CH3:36])(=[O:33])[CH3:32].[C:38](O)(=[O:40])[CH3:39]. (6) Given the product [CH3:25][O:26][C:27]1[CH:32]=[CH:31][C:30]([NH:33][C:2]2[CH:7]=[CH:6][C:5]([C:8]3[O:9][C:10]4[CH:16]=[CH:15][CH:14]=[CH:13][C:11]=4[N:12]=3)=[CH:4][C:3]=2[N+:17]([O-:19])=[O:18])=[CH:29][CH:28]=1, predict the reactants needed to synthesize it. The reactants are: F[C:2]1[CH:7]=[CH:6][C:5]([C:8]2[O:9][C:10]3[CH:16]=[CH:15][CH:14]=[CH:13][C:11]=3[N:12]=2)=[CH:4][C:3]=1[N+:17]([O-:19])=[O:18].C(=O)([O-])O.[Na+].[CH3:25][O:26][C:27]1[CH:32]=[CH:31][C:30]([NH2:33])=[CH:29][CH:28]=1. (7) Given the product [O:11]=[C:12]1[C:16]([C:17]2[CH:22]=[CH:21][C:20]([C:23]([F:26])([F:25])[F:24])=[CH:19][CH:18]=2)=[N:15][C:14]2([CH2:27][CH2:28][CH2:29][CH2:30][CH2:31]2)[N:13]1[CH2:32][C:33]([NH:36][CH2:37][C:38]1[S:39][CH:40]=[CH:41][CH:42]=1)=[O:35], predict the reactants needed to synthesize it. The reactants are: C1C=NC2N(O)N=NC=2C=1.[O:11]=[C:12]1[C:16]([C:17]2[CH:22]=[CH:21][C:20]([C:23]([F:26])([F:25])[F:24])=[CH:19][CH:18]=2)=[N:15][C:14]2([CH2:31][CH2:30][CH2:29][CH2:28][CH2:27]2)[N:13]1[CH2:32][C:33]([OH:35])=O.[NH2:36][CH2:37][C:38]1[S:39][CH:40]=[CH:41][CH:42]=1.[N-]=C=O.C(=O)([O-])[O-]. (8) Given the product [CH3:5][O:6][C:7]1[CH:8]=[C:9]2[C:14](=[CH:15][CH:16]=1)[O:13][C:12]([C:17]1[CH:22]=[CH:21][C:20]([N:2]([CH3:1])[CH3:25])=[CH:19][CH:18]=1)=[CH:11][C:10]2=[O:24], predict the reactants needed to synthesize it. The reactants are: [C:1]([BH3-])#[N:2].[Na+].[CH3:5][O:6][C:7]1[CH:8]=[C:9]2[C:14](=[CH:15][CH:16]=1)[O:13][C:12]([C:17]1[CH:22]=[CH:21][C:20](N)=[CH:19][CH:18]=1)=[CH:11][C:10]2=[O:24].[CH2:25]=O.[OH-].[Na+].